From a dataset of Full USPTO retrosynthesis dataset with 1.9M reactions from patents (1976-2016). Predict the reactants needed to synthesize the given product. Given the product [OH:1][C@@:2]([CH3:23])([CH2:14][C:15]1[CH:16]=[CH:17][C:18]([OH:21])=[CH:19][CH:20]=1)[C:3]([NH:5][C:6]1[CH:7]=[CH:8][C:9]([OH:12])=[CH:10][CH:11]=1)=[O:4], predict the reactants needed to synthesize it. The reactants are: [OH:1][C@@:2]([CH3:23])([CH2:14][C:15]1[CH:20]=[CH:19][C:18]([O:21]C)=[CH:17][CH:16]=1)[C:3]([NH:5][C:6]1[CH:11]=[CH:10][C:9]([O:12]C)=[CH:8][CH:7]=1)=[O:4].B(Br)(Br)Br.O.CCOC(C)=O.